This data is from Full USPTO retrosynthesis dataset with 1.9M reactions from patents (1976-2016). The task is: Predict the reactants needed to synthesize the given product. (1) Given the product [CH3:13][O:12][C:8]1[CH:7]=[C:6]2[C:11]([C:2]([O:1][CH:38]3[CH2:56][CH:55]4[N:40]([C:41](=[O:61])[CH2:42][CH2:43][CH2:44][CH2:45][CH2:46][CH2:47][CH:48]=[CH:49][CH:50]5[C:52]([C:58]([OH:60])=[O:59])([NH:53][C:54]4=[O:57])[CH2:51]5)[CH2:39]3)=[CH:3][C:4]([C:14]3[N:15]=[CH:16][S:17][CH:18]=3)=[N:5]2)=[CH:10][CH:9]=1, predict the reactants needed to synthesize it. The reactants are: [OH:1][C:2]1[C:11]2[C:6](=[CH:7][C:8]([O:12][CH3:13])=[CH:9][CH:10]=2)[N:5]=[C:4]([C:14]2[N:15]=[CH:16][S:17][CH:18]=2)[CH:3]=1.C(C1N=C(C2C=C(O[CH:38]3[CH2:56][CH:55]4[N:40]([C:41](=[O:61])[CH2:42][CH2:43][CH2:44][CH2:45][CH2:46][CH2:47][CH:48]=[CH:49][CH:50]5[C:52]([C:58]([OH:60])=[O:59])([NH:53][C:54]4=[O:57])[CH2:51]5)[CH2:39]3)C3C(=CC(OC)=CC=3)N=2)SC=1)(C)C. (2) Given the product [Cl:1][C:2]1[N:7]=[C:6]([C:8]2[S:12][C:11]([CH:13]([CH3:14])[CH3:15])=[N:10][C:9]=2[C:16]2[CH:17]=[C:18]([NH:22][S:23]([CH:26]3[CH2:31][CH2:30]3)(=[O:25])=[O:24])[CH:19]=[CH:20][CH:21]=2)[CH:5]=[CH:4][N:3]=1, predict the reactants needed to synthesize it. The reactants are: [Cl:1][C:2]1[N:7]=[C:6]([C:8]2[S:12][C:11]([CH:13]([CH3:15])[CH3:14])=[N:10][C:9]=2[C:16]2[CH:17]=[C:18]([NH:22][S:23]([C:26]3[C:31](F)=[CH:30]C=CC=3F)(=[O:25])=[O:24])[CH:19]=[CH:20][CH:21]=2)[CH:5]=[CH:4][N:3]=1.ClC1N=C(C2SC(C(C)C)=NC=2C2C=CC(F)=C(N)C=2)C=CN=1.C1(S(Cl)(=O)=O)CC1. (3) The reactants are: [O:1]1[C:5]2[CH:6]=[CH:7][CH:8]=[CH:9][C:4]=2[N:3]=[C:2]1[S:10][CH:11]([CH2:16][C:17]1[CH:22]=[CH:21][C:20]([O:23][CH2:24][CH2:25][NH:26][C:27](=[O:40])[C:28]2[CH:33]=[CH:32][C:31]([C:34]3[CH:39]=[CH:38][CH:37]=[CH:36][N:35]=3)=[CH:30][CH:29]=2)=[CH:19][CH:18]=1)[C:12]([O:14]C)=[O:13].[OH-].[Na+]. Given the product [O:1]1[C:5]2[CH:6]=[CH:7][CH:8]=[CH:9][C:4]=2[N:3]=[C:2]1[S:10][CH:11]([CH2:16][C:17]1[CH:18]=[CH:19][C:20]([O:23][CH2:24][CH2:25][NH:26][C:27](=[O:40])[C:28]2[CH:29]=[CH:30][C:31]([C:34]3[CH:39]=[CH:38][CH:37]=[CH:36][N:35]=3)=[CH:32][CH:33]=2)=[CH:21][CH:22]=1)[C:12]([OH:14])=[O:13], predict the reactants needed to synthesize it. (4) Given the product [CH3:15][O:16][C:17]1[CH:18]=[C:19]([CH:22]=[CH:23][CH:24]=1)[CH2:20][O:1][C:2]1[CH:3]=[CH:4][C:5]2[CH:9]=[C:8]([C:10]([O:12][CH3:13])=[O:11])[S:7][C:6]=2[CH:14]=1, predict the reactants needed to synthesize it. The reactants are: [OH:1][C:2]1[CH:3]=[CH:4][C:5]2[CH:9]=[C:8]([C:10]([O:12][CH3:13])=[O:11])[S:7][C:6]=2[CH:14]=1.[CH3:15][O:16][C:17]1[CH:18]=[C:19]([CH:22]=[CH:23][CH:24]=1)[CH2:20]Br.C(=O)([O-])[O-].[K+].[K+].C(#N)C. (5) Given the product [OH:5][CH2:4][CH2:3][CH2:2][NH:1][C:13](=[S:15])[S:14][CH3:16], predict the reactants needed to synthesize it. The reactants are: [NH2:1][CH2:2][CH2:3][CH2:4][OH:5].C(N(CC)CC)C.[C:13](=[S:15])=[S:14].[CH3:16]I.Cl. (6) The reactants are: [OH:1][C:2]1[C:15]2[C:6](=[C:7]3[C:12](=[CH:13][CH:14]=2)[C:11]([C:16]2[CH:21]=[CH:20][CH:19]=[CH:18][CH:17]=2)=[CH:10][CH:9]=[N:8]3)[N:5]=[CH:4][C:3]=1[C:22]([O:24]CC)=[O:23].[OH-].[Na+].Cl. Given the product [OH:1][C:2]1[C:15]2[C:6](=[C:7]3[C:12](=[CH:13][CH:14]=2)[C:11]([C:16]2[CH:21]=[CH:20][CH:19]=[CH:18][CH:17]=2)=[CH:10][CH:9]=[N:8]3)[N:5]=[CH:4][C:3]=1[C:22]([OH:24])=[O:23], predict the reactants needed to synthesize it. (7) Given the product [O:9]1[CH:10]=[CH:11][C:7]([C:4]2[N:3]=[C:2]([N:22]3[CH2:21][CH2:20][N:19]([C:17]([O:16][C:12]([CH3:15])([CH3:14])[CH3:13])=[O:18])[CH2:24][CH2:23]3)[S:6][N:5]=2)=[CH:8]1, predict the reactants needed to synthesize it. The reactants are: Cl[C:2]1[S:6][N:5]=[C:4]([C:7]2[CH:11]=[CH:10][O:9][CH:8]=2)[N:3]=1.[C:12]([O:16][C:17]([N:19]1[CH2:24][CH2:23][NH:22][CH2:21][CH2:20]1)=[O:18])([CH3:15])([CH3:14])[CH3:13].C(N(CC)CC)C.O. (8) Given the product [F:1][C:2]1[C:10]([O:21][CH3:20])=[CH:9][CH:8]=[C:7]([N:12]2[N:16]=[CH:15][CH:14]=[N:13]2)[C:3]=1[C:4]([OH:6])=[O:5], predict the reactants needed to synthesize it. The reactants are: [F:1][C:2]1[C:10](C)=[CH:9][CH:8]=[C:7]([N:12]2[N:16]=[CH:15][CH:14]=[N:13]2)[C:3]=1[C:4]([OH:6])=[O:5].FC1C(OC)=CC=C(I)C=1[C:20](O)=[O:21].